This data is from Forward reaction prediction with 1.9M reactions from USPTO patents (1976-2016). The task is: Predict the product of the given reaction. Given the reactants [F:1][C:2]1[CH:10]=[CH:9][CH:8]=[C:7]([N+:11]([O-:13])=[O:12])[C:3]=1[C:4]([NH2:6])=[O:5].CC1(C)C2C(=C(P(C3C=CC=CC=3)C3C=CC=CC=3)C=CC=2)OC2C(P(C3C=CC=CC=3)C3C=CC=CC=3)=CC=CC1=2.C(=O)([O-])[O-].[Cs+].[Cs+].Br[C:63]1[CH:68]=[CH:67][CH:66]=[C:65]([CH2:69][C:70]([F:73])([F:72])[F:71])[CH:64]=1, predict the reaction product. The product is: [F:1][C:2]1[CH:10]=[CH:9][CH:8]=[C:7]([N+:11]([O-:13])=[O:12])[C:3]=1[C:4]([NH:6][C:67]1[CH:68]=[CH:63][CH:64]=[C:65]([CH2:69][C:70]([F:71])([F:73])[F:72])[CH:66]=1)=[O:5].